From a dataset of Reaction yield outcomes from USPTO patents with 853,638 reactions. Predict the reaction yield, written as a fraction of the theoretical maximum amount of product (1.0 means a 100% yield; for example, 0.34 means a 34% yield). (1) The reactants are I[C:2]1[N:3](C)[CH2:4][N:5](C(C2C=CC=CC=2)(C2C=CC=CC=2)C2C=CC=CC=2)[CH:6]=1.[CH2:27]([Mg]Br)C.Br[C:32]1[CH:33]=[N:34][CH:35]=[CH:36][CH:37]=1. The catalyst is C1COCC1.[Cl-].[Zn+2].[Cl-].C1C=CC([P]([Pd]([P](C2C=CC=CC=2)(C2C=CC=CC=2)C2C=CC=CC=2)([P](C2C=CC=CC=2)(C2C=CC=CC=2)C2C=CC=CC=2)[P](C2C=CC=CC=2)(C2C=CC=CC=2)C2C=CC=CC=2)(C2C=CC=CC=2)C2C=CC=CC=2)=CC=1. The product is [CH3:27][C:4]1[NH:5][CH:6]=[C:2]([C:32]2[CH:33]=[N:34][CH:35]=[CH:36][CH:37]=2)[N:3]=1. The yield is 0.880. (2) The reactants are [CH3:1][C:2]1[C:7]2[CH2:8][O:9][C:10](=[O:11])[C:6]=2[C:5]([OH:12])=[C:4]([CH2:13]/[CH:14]=[C:15](/[CH2:17][CH2:18][C:19]([O:21][CH3:22])=[O:20])\[CH3:16])[C:3]=1[O:23][CH3:24].C[Si]([N-][Si](C)(C)C)(C)C.[Na+].[Br:35][CH2:36][CH:37]=[CH:38][CH2:39]Br. The catalyst is C1COCC1. The product is [CH3:22][O:21][C:19](=[O:20])[CH:18]([CH2:39][CH:38]=[CH:37][CH2:36][Br:35])[CH2:17][C:15]([CH3:16])=[CH:14][CH2:13][C:4]1[C:5]([OH:12])=[C:6]2[C:7](=[C:2]([CH3:1])[C:3]=1[O:23][CH3:24])[CH2:8][O:9][C:10]2=[O:11]. The yield is 0.780.